From a dataset of Reaction yield outcomes from USPTO patents with 853,638 reactions. Predict the reaction yield, written as a fraction of the theoretical maximum amount of product (1.0 means a 100% yield; for example, 0.34 means a 34% yield). (1) The reactants are [OH:1][C:2]1[CH:7]=[C:6]([CH3:8])[C:5]([C:9]2[CH:14]=[CH:13][CH:12]=[C:11]([CH2:15][O:16][C:17]3[CH:22]=[CH:21][C:20]([CH2:23][CH2:24][C:25]([O:27]C)=[O:26])=[CH:19][CH:18]=3)[CH:10]=2)=[C:4]([CH3:29])[CH:3]=1.[CH2:30]([O:37][CH2:38][CH2:39]O)[C:31]1[CH:36]=[CH:35][CH:34]=[CH:33][CH:32]=1.C(P(CCCC)CCCC)CCC.N(C(N1CCCCC1)=O)=NC(N1CCCCC1)=O.[OH-].[Na+].Cl. The catalyst is O1CCCC1.C(OCC)(=O)C.CO.C(OCC)C. The product is [CH2:30]([O:37][CH2:38][CH2:39][O:1][C:2]1[CH:3]=[C:4]([CH3:29])[C:5]([C:9]2[CH:14]=[CH:13][CH:12]=[C:11]([CH2:15][O:16][C:17]3[CH:22]=[CH:21][C:20]([CH2:23][CH2:24][C:25]([OH:27])=[O:26])=[CH:19][CH:18]=3)[CH:10]=2)=[C:6]([CH3:8])[CH:7]=1)[C:31]1[CH:36]=[CH:35][CH:34]=[CH:33][CH:32]=1. The yield is 0.390. (2) The catalyst is C1COCC1.C(=O)(O)[O-].[Na+].C(Cl)Cl.CO.ClCCl. The reactants are [F:1][C:2]1[CH:7]=[CH:6][C:5]([N:8]2[CH2:17][CH2:16][C:15]3[C:10](=[CH:11][CH:12]=[C:13]([O:18][CH2:19][C:20]4[CH:25]=[CH:24][CH:23]=[CH:22][CH:21]=4)[CH:14]=3)[CH:9]2[CH2:26][C:27]2[CH:32]=[CH:31][C:30]([OH:33])=[CH:29][CH:28]=2)=[CH:4][CH:3]=1.[CH3:34][N:35]1[CH2:39][CH2:38][CH:37](O)[CH2:36]1.C(P(CCCC)CCCC)CCC.N(C(N1CCCCC1)=O)=NC(N1CCCCC1)=O. The product is [F:1][C:2]1[CH:7]=[CH:6][C:5]([N:8]2[CH2:17][CH2:16][C:15]3[C:10](=[CH:11][CH:12]=[C:13]([O:18][CH2:19][C:20]4[CH:25]=[CH:24][CH:23]=[CH:22][CH:21]=4)[CH:14]=3)[CH:9]2[CH2:26][C:27]2[CH:28]=[CH:29][C:30]([O:33][CH:37]3[CH2:38][CH2:39][N:35]([CH3:34])[CH2:36]3)=[CH:31][CH:32]=2)=[CH:4][CH:3]=1. The yield is 0.560. (3) The reactants are [CH3:1][C:2]1[CH:7]=[CH:6][C:5]([S:8]([O:11][CH2:12][CH:13]2[CH2:17][C:16]3[CH:18]=[CH:19][C:20](OS(C(F)(F)F)(=O)=O)=[CH:21][C:15]=3[O:14]2)(=[O:10])=[O:9])=[CH:4][CH:3]=1.[C:30]1(B(O)O)[CH:35]=[CH:34][CH:33]=[CH:32][CH:31]=1.[Cl-].[Li+]. The catalyst is O1CCOCC1.O.C(OCC)(=O)C.C1C=CC([P]([Pd]([P](C2C=CC=CC=2)(C2C=CC=CC=2)C2C=CC=CC=2)([P](C2C=CC=CC=2)(C2C=CC=CC=2)C2C=CC=CC=2)[P](C2C=CC=CC=2)(C2C=CC=CC=2)C2C=CC=CC=2)(C2C=CC=CC=2)C2C=CC=CC=2)=CC=1. The product is [CH3:1][C:2]1[CH:7]=[CH:6][C:5]([S:8]([O:11][CH2:12][CH:13]2[CH2:17][C:16]3[CH:18]=[CH:19][C:20]([C:30]4[CH:35]=[CH:34][CH:33]=[CH:32][CH:31]=4)=[CH:21][C:15]=3[O:14]2)(=[O:9])=[O:10])=[CH:4][CH:3]=1. The yield is 0.100. (4) The reactants are [OH:1][C:2]([C:15]1[CH:16]2[C:21](=[C:22]([C:29]3[CH:34]=[CH:33][CH:32]=[CH:31][N:30]=3)[C:23]3[CH:28]=[CH:27][CH:26]=[CH:25][CH:24]=3)[CH:19]([CH:20]=1)[CH:18]1[C:35]([N:37]([CH2:40][CH2:41]OC(=O)C=CC3C=CC(C(C)C)=CC=3)[C:38](=[O:39])[CH:17]21)=[O:36])([C:9]1[CH:14]=[CH:13][CH:12]=[CH:11][N:10]=1)[C:3]1[CH:8]=[CH:7][CH:6]=[CH:5][CH:4]=1.[C:56]([NH:59][C:60]1[CH:70]=[CH:69][C:63]([CH:64]=[CH:65][C:66]([OH:68])=[O:67])=[CH:62][CH:61]=1)(=[O:58])[CH3:57].C(N=C=NCCCN(C)C)C.C(N(CC)CC)C.CN(C1C=CC=CN=1)C. The catalyst is ClCCl. The product is [C:56]([NH:59][C:60]1[CH:70]=[CH:69][C:63]([CH:64]=[CH:65][C:66]([O:68][CH2:41][CH2:40][N:37]2[C:38](=[O:39])[CH:17]3[CH:18]([CH:19]4[C:21](=[C:22]([C:29]5[CH:34]=[CH:33][CH:32]=[CH:31][N:30]=5)[C:23]5[CH:24]=[CH:25][CH:26]=[CH:27][CH:28]=5)[CH:16]3[C:15]([C:2]([OH:1])([C:9]3[CH:14]=[CH:13][CH:12]=[CH:11][N:10]=3)[C:3]3[CH:4]=[CH:5][CH:6]=[CH:7][CH:8]=3)=[CH:20]4)[C:35]2=[O:36])=[O:67])=[CH:62][CH:61]=1)(=[O:58])[CH3:57]. The yield is 0.990. (5) The reactants are [CH2:1]([CH2:3][NH2:4])[OH:2].[CH3:5][O:6][C:7]1[CH:14]=[CH:13][C:10]([CH:11]=O)=[CH:9][CH:8]=1.[H][H].Cl[CH2:18][C:19](Cl)=[O:20].[OH-].[Na+].[OH-].[K+]. The catalyst is CO.ClCCl.O.[Pt]=O. The product is [CH3:5][O:6][C:7]1[CH:14]=[CH:13][C:10]([CH2:11][N:4]2[CH2:3][CH2:1][O:2][CH2:18][C:19]2=[O:20])=[CH:9][CH:8]=1. The yield is 0.650. (6) The reactants are [OH-].[Na+].O=C1[N:9]([CH:10]2[CH2:15][CH2:14][N:13]([CH2:16][C:17]([NH:19][C:20]3[CH:21]=[C:22]4[C:26](=[CH:27][CH:28]=3)[C:25](=[O:29])[CH2:24][CH2:23]4)=[O:18])[CH2:12][CH2:11]2)[C:8]2[CH:30]=[CH:31][CH:32]=[CH:33][C:7]=2[CH2:6][O:5]1. The catalyst is C(O)C. The product is [OH:5][CH2:6][C:7]1[CH:33]=[CH:32][CH:31]=[CH:30][C:8]=1[NH:9][CH:10]1[CH2:15][CH2:14][N:13]([CH2:16][C:17]([NH:19][C:20]2[CH:21]=[C:22]3[C:26](=[CH:27][CH:28]=2)[C:25](=[O:29])[CH2:24][CH2:23]3)=[O:18])[CH2:12][CH2:11]1. The yield is 0.640.